Dataset: Full USPTO retrosynthesis dataset with 1.9M reactions from patents (1976-2016). Task: Predict the reactants needed to synthesize the given product. (1) Given the product [Cl:23][C:11]1[C:10]([C:2]2[S:1][C:5]3[CH:6]=[CH:7][CH:8]=[CH:9][C:4]=3[N:3]=2)=[N:19][C:18]2[C:13]([N:12]=1)=[CH:14][CH:15]=[CH:16][CH:17]=2, predict the reactants needed to synthesize it. The reactants are: [S:1]1[C:5]2[CH:6]=[CH:7][CH:8]=[CH:9][C:4]=2[N:3]=[C:2]1[C:10]1[C:11](O)=[N:12][C:13]2[C:18]([N:19]=1)=[CH:17][CH:16]=[CH:15][CH:14]=2.S(Cl)([Cl:23])=O.CN(C=O)C. (2) Given the product [ClH:21].[CH3:42][O:41][C:32]1[CH:31]=[C:28]([CH:27]=[C:26]([O:25][CH3:24])[C:33]=1[NH:34][C:35]1[CH:36]=[CH:37][CH:38]=[CH:39][CH:40]=1)[CH2:29][C:4]1[C:13]2[C:8](=[C:9]([OH:17])[C:10]([O:14][CH2:15][CH3:16])=[CH:11][CH:12]=2)[CH:7]=[N:6][CH:5]=1, predict the reactants needed to synthesize it. The reactants are: C(O[CH:4](OCC)[CH2:5][NH:6][CH2:7][C:8]1[CH:13]=[CH:12][CH:11]=[C:10]([O:14][CH2:15][CH3:16])[C:9]=1[OH:17])C.[ClH:21].CO.[CH3:24][O:25][C:26]1[CH:27]=[C:28]([CH:31]=[C:32]([O:41][CH3:42])[C:33]=1[NH:34][C:35]1[CH:40]=[CH:39][CH:38]=[CH:37][CH:36]=1)[CH:29]=O.